Dataset: Catalyst prediction with 721,799 reactions and 888 catalyst types from USPTO. Task: Predict which catalyst facilitates the given reaction. (1) The catalyst class is: 11. Product: [CH:1]([C:4]1[CH:9]=[C:8]([O:10][CH3:11])[CH:7]=[CH:6][C:5]=1[O:12][S:19]([C:16]1[CH:17]=[CH:18][C:13]([CH3:23])=[CH:14][CH:15]=1)(=[O:21])=[O:20])([CH3:3])[CH3:2]. Reactant: [CH:1]([C:4]1[CH:9]=[C:8]([O:10][CH3:11])[CH:7]=[CH:6][C:5]=1[OH:12])([CH3:3])[CH3:2].[C:13]1([CH3:23])[CH:18]=[CH:17][C:16]([S:19](Cl)(=[O:21])=[O:20])=[CH:15][CH:14]=1.C(N(CC)CC)C. (2) Reactant: [Cl-].[Al+3].[Cl-].[Cl-].[CH2:5]1[C:11]2[CH:12]=[CH:13][CH:14]=[CH:15][C:10]=2[CH2:9][CH2:8][N:7]([CH:16]=[O:17])[CH2:6]1.[C:18](Cl)(=[O:20])[CH3:19]. Product: [C:18]([C:14]1[CH:13]=[CH:12][C:11]2[CH2:5][CH2:6][N:7]([CH:16]=[O:17])[CH2:8][CH2:9][C:10]=2[CH:15]=1)(=[O:20])[CH3:19]. The catalyst class is: 68. (3) Reactant: [NH2:1][C:2]1[CH:6]=[CH:5][NH:4][N:3]=1.CC([O-])(C)C.[K+].I[CH2:14][C:15]([O:17][CH2:18][CH3:19])=[O:16]. Product: [CH2:18]([O:17][C:15](=[O:16])[CH2:14][N:4]1[CH:5]=[CH:6][C:2]([NH2:1])=[N:3]1)[CH3:19]. The catalyst class is: 3. (4) Reactant: [CH3:1][C:2]1[CH:10]=[CH:9][C:8]([N:11]([CH3:20])[S:12]([C:15]2[S:16][CH:17]=[CH:18][CH:19]=2)(=[O:14])=[O:13])=[C:7]2[C:3]=1[CH:4]=[C:5]([C:21]([OH:23])=O)[NH:6]2.[N:24]1(O)C2C=CC=CC=2N=N1.Cl.CN(C)CCCN=C=NCC.N. Product: [CH3:1][C:2]1[CH:10]=[CH:9][C:8]([N:11]([CH3:20])[S:12]([C:15]2[S:16][CH:17]=[CH:18][CH:19]=2)(=[O:14])=[O:13])=[C:7]2[C:3]=1[CH:4]=[C:5]([C:21]([NH2:24])=[O:23])[NH:6]2. The catalyst class is: 9. (5) Reactant: [Cl:1][C:2]1[C:3]([O:12][C:13]2[CH:18]=[C:17]([O:19][CH:20]([CH3:22])[CH3:21])[CH:16]=[CH:15][C:14]=2[CH2:23][CH2:24][CH2:25][OH:26])=[N:4][CH:5]=[C:6]([C:8]([F:11])([F:10])[F:9])[CH:7]=1.[CH2:27]([N:34]1[C:38]([CH2:39][CH2:40][C:41]([O:43]CC)=[O:42])=[CH:37][C:36](O)=[N:35]1)[C:28]1[CH:33]=[CH:32][CH:31]=[CH:30][CH:29]=1.C(P(CCCC)CCCC)CCC.N(C(N1CCCCC1)=O)=NC(N1CCCCC1)=O.O1CCCC1CO.[OH-].[Na+].Cl. The catalyst class is: 7. Product: [CH2:27]([N:34]1[C:38]([CH2:39][CH2:40][C:41]([OH:43])=[O:42])=[CH:37][C:36]([O:26][CH2:25][CH2:24][CH2:23][C:14]2[CH:15]=[CH:16][C:17]([O:19][CH:20]([CH3:21])[CH3:22])=[CH:18][C:13]=2[O:12][C:3]2[C:2]([Cl:1])=[CH:7][C:6]([C:8]([F:11])([F:10])[F:9])=[CH:5][N:4]=2)=[N:35]1)[C:28]1[CH:33]=[CH:32][CH:31]=[CH:30][CH:29]=1. (6) Reactant: ClC1C=C(C=CC=1)C([O:7][C@@H:8]1[C@@H:11]([CH2:12][C:13]2[CH:18]=[CH:17][N:16]=[C:15]([N:19]([C:29]([O:31][C:32]([CH3:35])([CH3:34])[CH3:33])=[O:30])[CH2:20][C:21]3[CH:26]=[CH:25][C:24]([O:27][CH3:28])=[CH:23][CH:22]=3)[CH:14]=2)[C:10](=O)[NH:9]1)=O.[CH3:40][S:41]([O-:43])=[O:42].[Na+]. Product: [C:32]([O:31][C:29](=[O:30])[N:19]([CH2:20][C:21]1[CH:26]=[CH:25][C:24]([O:27][CH3:28])=[CH:23][CH:22]=1)[C:15]1[CH:14]=[C:13]([CH2:12][C@H:11]2[C:8](=[O:7])[NH:9][C@@H:10]2[S:41]([CH3:40])(=[O:43])=[O:42])[CH:18]=[CH:17][N:16]=1)([CH3:35])([CH3:34])[CH3:33]. The catalyst class is: 47.